Task: Predict the reaction yield, written as a fraction of the theoretical maximum amount of product (1.0 means a 100% yield; for example, 0.34 means a 34% yield).. Dataset: Reaction yield outcomes from USPTO patents with 853,638 reactions (1) The yield is 0.860. The catalyst is CO. The reactants are C([O:4][C:5]1[C:14]2[C:9](=[C:10]([Br:20])[CH:11]=[C:12]([O:16][CH:17]([CH3:19])[CH3:18])[C:13]=2[CH3:15])[CH:8]=[CH:7][N:6]=1)(=O)C.[OH-].[Na+]. The product is [Br:20][C:10]1[CH:11]=[C:12]([O:16][CH:17]([CH3:18])[CH3:19])[C:13]([CH3:15])=[C:14]2[C:9]=1[CH:8]=[CH:7][NH:6][C:5]2=[O:4]. (2) The reactants are [S:1]1[C:10]2[C:5](=[N:6][CH:7]=[C:8]([CH2:11][OH:12])[CH:9]=2)[O:4][CH2:3][CH2:2]1. The catalyst is ClCCl.[O-2].[Mn+4].[O-2]. The product is [S:1]1[C:10]2[C:5](=[N:6][CH:7]=[C:8]([CH:11]=[O:12])[CH:9]=2)[O:4][CH2:3][CH2:2]1. The yield is 0.720. (3) The reactants are [F:1][C:2]1[CH:3]=[C:4]([C:8]2[CH:9]=[C:10]([CH3:27])[C:11]([CH3:26])=[C:12]([CH:25]=2)[C:13]([NH:15][C:16]2[C:21]([CH3:22])=[CH:20][CH:19]=[C:18]([OH:23])[C:17]=2[CH3:24])=O)[CH:5]=[CH:6][CH:7]=1. The catalyst is C1COCC1. The product is [F:1][C:2]1[CH:3]=[C:4]([C:8]2[CH:9]=[C:10]([CH3:27])[C:11]([CH3:26])=[C:12]([CH2:13][NH:15][C:16]3[C:17]([CH3:24])=[C:18]([OH:23])[CH:19]=[CH:20][C:21]=3[CH3:22])[CH:25]=2)[CH:5]=[CH:6][CH:7]=1. The yield is 0.320. (4) The reactants are C([O:3][C:4](=[O:29])[C:5]1[CH:10]=[C:9]([C:11]2[CH:16]=[CH:15][CH:14]=[C:13]([Cl:17])[CH:12]=2)[C:8]([O:18][CH2:19][CH2:20][OH:21])=[C:7]([C:22]2[CH:27]=[CH:26][CH:25]=[C:24]([Cl:28])[CH:23]=2)[CH:6]=1)C. The catalyst is C1COCC1.C(O)C.[OH-].[K+]. The product is [Cl:17][C:13]1[CH:12]=[C:11]([C:9]2[CH:10]=[C:5]([CH:6]=[C:7]([C:22]3[CH:27]=[CH:26][CH:25]=[C:24]([Cl:28])[CH:23]=3)[C:8]=2[O:18][CH2:19][CH2:20][OH:21])[C:4]([OH:29])=[O:3])[CH:16]=[CH:15][CH:14]=1. The yield is 0.910. (5) The reactants are [NH2:1][C:2]1[CH:10]=[C:9]([CH3:11])[CH:8]=[C:7]([CH3:12])[C:3]=1[C:4]([NH2:6])=[O:5].C([Si](C)(C)[O:18][CH2:19][CH2:20][O:21][C:22]1[C:29]([CH3:30])=[CH:28][C:25]([CH:26]=O)=[CH:24][C:23]=1[CH3:31])(C)(C)C.S([O-])(O)=O.[Na+].C1(C)C=CC(S(O)(=O)=O)=CC=1.CCCC[N+](CCCC)(CCCC)CCCC.[F-]. The catalyst is CN(C)C(=O)C.O.C1COCC1.CO. The product is [OH:18][CH2:19][CH2:20][O:21][C:22]1[C:29]([CH3:30])=[CH:28][C:25]([C:26]2[NH:6][C:4](=[O:5])[C:3]3[C:2](=[CH:10][C:9]([CH3:11])=[CH:8][C:7]=3[CH3:12])[N:1]=2)=[CH:24][C:23]=1[CH3:31]. The yield is 0.240. (6) The reactants are Cl[C:2]1[C:7]([C:8]#[N:9])=[C:6]([C:10]2[CH:15]=[CH:14][C:13]([O:16][CH2:17][CH2:18][OH:19])=[CH:12][CH:11]=2)[C:5]([C:20]#[N:21])=[C:4]([S:22][CH2:23][C:24]2[N:25]=[C:26]([C:29]3[CH:34]=[CH:33][C:32]([Cl:35])=[CH:31][CH:30]=3)[S:27][CH:28]=2)[N:3]=1.[F:36][C:37]([F:41])([F:40])[CH2:38][NH2:39]. The catalyst is O1CCCC1. The product is [Cl:35][C:32]1[CH:33]=[CH:34][C:29]([C:26]2[S:27][CH:28]=[C:24]([CH2:23][S:22][C:4]3[C:5]([C:20]#[N:21])=[C:6]([C:10]4[CH:11]=[CH:12][C:13]([O:16][CH2:17][CH2:18][OH:19])=[CH:14][CH:15]=4)[C:7]([C:8]#[N:9])=[C:2]([NH:39][CH2:38][C:37]([F:41])([F:40])[F:36])[N:3]=3)[N:25]=2)=[CH:30][CH:31]=1. The yield is 0.230. (7) The reactants are [CH3:1][O:2][C:3](=[O:22])[CH2:4][C:5]1[C:14]([CH:15]=[CH2:16])=[C:13]([O:17]C(=O)C)[C:12]2[C:7](=[CH:8][CH:9]=[C:10]([F:21])[CH:11]=2)[CH:6]=1.C[O-].[Na+].Cl. The catalyst is CO. The product is [CH3:1][O:2][C:3](=[O:22])[CH2:4][C:5]1[C:14]([CH:15]=[CH2:16])=[C:13]([OH:17])[C:12]2[C:7](=[CH:8][CH:9]=[C:10]([F:21])[CH:11]=2)[CH:6]=1. The yield is 0.977.